From a dataset of Peptide-MHC class II binding affinity with 134,281 pairs from IEDB. Regression. Given a peptide amino acid sequence and an MHC pseudo amino acid sequence, predict their binding affinity value. This is MHC class II binding data. (1) The peptide sequence is GELQIVDKIDAAFKT. The MHC is DRB1_0802 with pseudo-sequence DRB1_0802. The binding affinity (normalized) is 0.455. (2) The peptide sequence is MTETLLVQNANPDCKSIL. The MHC is DRB3_0101 with pseudo-sequence DRB3_0101. The binding affinity (normalized) is 0.110. (3) The peptide sequence is MRILVRGNSPAFNYN. The MHC is DRB1_1302 with pseudo-sequence DRB1_1302. The binding affinity (normalized) is 0.585.